From a dataset of Full USPTO retrosynthesis dataset with 1.9M reactions from patents (1976-2016). Predict the reactants needed to synthesize the given product. (1) Given the product [Si:10]([O:1][C:2]1[CH:3]=[C:4]([CH:7]=[CH:8][CH:9]=1)[CH:5]=[O:6])([C:13]([CH3:16])([CH3:15])[CH3:14])([CH3:12])[CH3:11], predict the reactants needed to synthesize it. The reactants are: [OH:1][C:2]1[CH:3]=[C:4]([CH:7]=[CH:8][CH:9]=1)[CH:5]=[O:6].[Si:10](Cl)([C:13]([CH3:16])([CH3:15])[CH3:14])([CH3:12])[CH3:11].C(N(CC)CC)C. (2) Given the product [C:13]([O:12][C:11]([NH:10][CH:7]1[CH2:8][CH2:9][CH:4]([O:3][C:19]2[C:20]3[C:21]4[C@H:22]([CH2:32][C:33]([O:35][CH2:36][CH3:37])=[O:34])[CH2:23][CH2:24][CH2:25][C:26]=4[S:27][C:28]=3[N:29]=[CH:30][N:31]=2)[CH2:5][CH2:6]1)=[O:17])([CH3:14])([CH3:16])[CH3:15], predict the reactants needed to synthesize it. The reactants are: [H-].[Na+].[OH:3][CH:4]1[CH2:9][CH2:8][CH:7]([NH:10][C:11](=[O:17])[O:12][C:13]([CH3:16])([CH3:15])[CH3:14])[CH2:6][CH2:5]1.Cl[C:19]1[C:20]2[C:21]3[C@H:22]([CH2:32][C:33]([O:35][CH2:36][CH3:37])=[O:34])[CH2:23][CH2:24][CH2:25][C:26]=3[S:27][C:28]=2[N:29]=[CH:30][N:31]=1. (3) Given the product [CH:1]1([CH2:4][N:5]2[CH2:6][CH2:7][CH:8]([C:11]3[CH:12]=[CH:13][C:14]([NH2:17])=[CH:15][CH:16]=3)[CH2:9][CH2:10]2)[CH2:2][CH2:3]1, predict the reactants needed to synthesize it. The reactants are: [CH:1]1([CH2:4][N:5]2[CH2:10][CH2:9][CH:8]([C:11]3[CH:16]=[CH:15][C:14]([N+:17]([O-])=O)=[CH:13][CH:12]=3)[CH2:7][CH2:6]2)[CH2:3][CH2:2]1.[H][H]. (4) Given the product [Br:1][C:2]1[C:10]2[C:9]([NH2:18])=[N:8][CH:7]=[N:6][C:5]=2[N:4]([CH2:12][CH2:13][CH:14]([CH3:16])[CH3:15])[CH:3]=1, predict the reactants needed to synthesize it. The reactants are: [Br:1][C:2]1[C:10]2[C:9](Cl)=[N:8][CH:7]=[N:6][C:5]=2[N:4]([CH2:12][CH2:13][CH:14]([CH3:16])[CH3:15])[CH:3]=1.[OH-].[NH4+:18].